From a dataset of hERG Central: cardiac toxicity at 1µM, 10µM, and general inhibition. Predict hERG channel inhibition at various concentrations. (1) Results: hERG_inhib (hERG inhibition (general)): blocker. The molecule is CC(C)CCN1CCN(Cc2cccc(C(F)(F)F)c2)CC1CCO. (2) The drug is CN(C)CCCN(Cc1ccccc1)C(=S)Nc1ccc(OC(F)F)cc1. Results: hERG_inhib (hERG inhibition (general)): blocker. (3) The compound is CCN1CCN(C(c2cccs2)C(C)NC(=S)Nc2cccc(C)c2C)CC1. Results: hERG_inhib (hERG inhibition (general)): blocker. (4) The molecule is O=C(NCCO)/C(=C/c1ccc2c(c1)OCO2)NC(=O)c1ccc(Br)cc1. Results: hERG_inhib (hERG inhibition (general)): blocker. (5) The compound is CCOC(=O)C1(CCc2ccccc2)CCN(C(=O)C2CCOCC2)CC1. Results: hERG_inhib (hERG inhibition (general)): blocker. (6) The molecule is CCN(Cc1ccccc1)C(=O)CN1C(=O)COc2ccc(S(=O)(=O)NC3CCCC3)cc21. Results: hERG_inhib (hERG inhibition (general)): blocker. (7) The compound is CCc1ccc(-c2nc(CSCC(=O)N3CCN(c4ccccn4)CC3)c(C)o2)cc1. Results: hERG_inhib (hERG inhibition (general)): blocker. (8) The compound is Cc1nc2c(-c3ccc(F)cc3)c(C)nn2c(C)c1CCC(=O)N1CCN(c2ccccn2)CC1. Results: hERG_inhib (hERG inhibition (general)): blocker. (9) The compound is C=CCc1ccc(OCC(O)CN2CCCCC2C)c(OC)c1.Cl. Results: hERG_inhib (hERG inhibition (general)): blocker. (10) Results: hERG_inhib (hERG inhibition (general)): blocker. The molecule is COc1cc(N2C(=O)c3ccccc3C2=O)c(Cl)cc1C(=O)OCC(=O)NCc1ccco1.